Dataset: Forward reaction prediction with 1.9M reactions from USPTO patents (1976-2016). Task: Predict the product of the given reaction. (1) Given the reactants [C:1]1([CH:7]([C:27]2[CH:32]=[CH:31][CH:30]=[CH:29][CH:28]=2)[CH2:8][NH:9][C:10]2[N:18]=[C:17]([C:19]#[N:20])[N:16]=[C:15]3[C:11]=2[N:12]=[CH:13][N:14]3C2CCCCO2)[CH:6]=[CH:5][CH:4]=[CH:3][CH:2]=1.Cl, predict the reaction product. The product is: [C:27]1([CH:7]([C:1]2[CH:6]=[CH:5][CH:4]=[CH:3][CH:2]=2)[CH2:8][NH:9][C:10]2[N:18]=[C:17]([C:19]#[N:20])[N:16]=[C:15]3[C:11]=2[N:12]=[CH:13][NH:14]3)[CH:28]=[CH:29][CH:30]=[CH:31][CH:32]=1. (2) Given the reactants [H-].[Na+].[NH:3]1[CH:7]=[CH:6][N:5]=[C:4]1[C@@H:8]([NH:12][C:13](=[O:19])[O:14][C:15]([CH3:18])([CH3:17])[CH3:16])[CH:9]([CH3:11])[CH3:10].I[CH3:21], predict the reaction product. The product is: [CH3:10][CH:9]([CH3:11])[C@H:8]([NH:12][C:13](=[O:19])[O:14][C:15]([CH3:17])([CH3:16])[CH3:18])[C:4]1[N:3]([CH3:21])[CH:7]=[CH:6][N:5]=1. (3) Given the reactants C(N(CC)CC)C.[CH2:8]1[C:12]2=[CH:13][C:14]3[CH2:15][CH2:16][CH2:17][CH2:18][C:19]=3[CH:20]=[C:11]2[CH2:10][CH:9]1[NH2:21].[CH:22](=O)[C:23]1[CH:28]=[CH:27][CH:26]=[CH:25][CH:24]=1.C(O[BH-](OC(=O)C)OC(=O)C)(=O)C.[Na+].C(O)(=O)C, predict the reaction product. The product is: [CH2:22]([NH:21][CH:9]1[CH2:10][C:11]2=[CH:20][C:19]3[CH2:18][CH2:17][CH2:16][CH2:15][C:14]=3[CH:13]=[C:12]2[CH2:8]1)[C:23]1[CH:28]=[CH:27][CH:26]=[CH:25][CH:24]=1.